Dataset: Full USPTO retrosynthesis dataset with 1.9M reactions from patents (1976-2016). Task: Predict the reactants needed to synthesize the given product. (1) Given the product [CH3:1][N:2]1[C:10]2[C:5](=[CH:6][CH:7]=[CH:8][CH:9]=2)[CH:4]=[C:3]1[C:11]([NH:14][C@H:15]([C:23]([NH:25][C@@H:26]([OH:54])[CH2:27][C:28](=[N:34][NH:35][C:36]([NH2:38])=[O:37])[O:29][C:30]([CH3:33])([CH3:32])[CH3:31])=[O:24])[CH2:16][C:17]1[CH:22]=[CH:21][CH:20]=[CH:19][CH:18]=1)=[O:13], predict the reactants needed to synthesize it. The reactants are: [CH3:1][N:2]1[C:10]2[C:5](=[CH:6][CH:7]=[CH:8][CH:9]=2)[CH:4]=[C:3]1[C:11]([OH:13])=O.[NH2:14][C@H:15]([C:23]([NH:25][C@H:26](C=O)[CH2:27][C:28](=[N:34][NH:35][C:36]([NH2:38])=[O:37])[O:29][C:30]([CH3:33])([CH3:32])[CH3:31])=[O:24])[CH2:16][C:17]1[CH:22]=[CH:21][CH:20]=[CH:19][CH:18]=1.CCN=C=NCCCN(C)C.CC[O:54]CC. (2) The reactants are: [C:1]([O:5][C:6]([NH:8][C:9]1[CH:14]=[CH:13][C:12]([CH2:15][C:16]([OH:18])=O)=[CH:11][CH:10]=1)=[O:7])([CH3:4])([CH3:3])[CH3:2].Cl.CN(C)CCCN=C=NCC.[NH2:31][C:32]1[C:33](=[O:48])[N:34]([CH2:40][C:41]2[CH:46]=[CH:45][CH:44]=[CH:43][C:42]=2[F:47])[C:35](=[O:39])[NH:36][C:37]=1[NH2:38]. Given the product [C:1]([O:5][C:6](=[O:7])[NH:8][C:9]1[CH:10]=[CH:11][C:12]([CH2:15][C:16](=[O:18])[NH:31][C:32]2[C:33](=[O:48])[N:34]([CH2:40][C:41]3[CH:46]=[CH:45][CH:44]=[CH:43][C:42]=3[F:47])[C:35](=[O:39])[NH:36][C:37]=2[NH2:38])=[CH:13][CH:14]=1)([CH3:2])([CH3:3])[CH3:4], predict the reactants needed to synthesize it.